Predict the product of the given reaction. From a dataset of Forward reaction prediction with 1.9M reactions from USPTO patents (1976-2016). (1) Given the reactants CC1C=CC(S(O[CH2:12][CH:13]2[O:18][C:17]3[CH:19]=[C:20]([S:23]([CH3:26])(=[O:25])=[O:24])[CH:21]=[CH:22][C:16]=3[O:15][CH2:14]2)(=O)=O)=CC=1.[CH2:27]([NH:29][CH2:30][CH3:31])[CH3:28], predict the reaction product. The product is: [CH2:27]([N:29]([CH2:12][CH:13]1[O:18][C:17]2[CH:19]=[C:20]([S:23]([CH3:26])(=[O:24])=[O:25])[CH:21]=[CH:22][C:16]=2[O:15][CH2:14]1)[CH2:30][CH3:31])[CH3:28]. (2) Given the reactants [CH2:1]([O:3][C:4]1[CH:5]=[C:6]([CH:10]=[CH:11][C:12]=1[NH:13][C:14]1[N:24]=[C:23]2[C:17]([N:18]([CH3:29])[C:19](=[O:28])[CH2:20][CH2:21][N:22]2[CH:25]([CH3:27])[CH3:26])=[CH:16][N:15]=1)[C:7](O)=[O:8])[CH3:2].CN(C(ON1N=NC2C=CC=NC1=2)=[N+](C)C)C.F[P-](F)(F)(F)(F)F.[NH2:54][CH:55]1[CH2:60][CH2:59][N:58]([CH3:61])[CH2:57][CH2:56]1.C(N(C(C)C)CC)(C)C, predict the reaction product. The product is: [CH2:1]([O:3][C:4]1[CH:5]=[C:6]([CH:10]=[CH:11][C:12]=1[NH:13][C:14]1[N:24]=[C:23]2[C:17]([N:18]([CH3:29])[C:19](=[O:28])[CH2:20][CH2:21][N:22]2[CH:25]([CH3:26])[CH3:27])=[CH:16][N:15]=1)[C:7]([NH:54][CH:55]1[CH2:60][CH2:59][N:58]([CH3:61])[CH2:57][CH2:56]1)=[O:8])[CH3:2]. (3) Given the reactants [CH3:1][C:2]1[CH:7]=[CH:6][C:5]2[O:8][CH2:9][C:10]([CH2:12][O:13][C:4]=2[CH:3]=1)=[O:11].[CH2:14]([O:22][C:23]1[CH:30]=[CH:29][C:26]([CH:27]=O)=[CH:25][CH:24]=1)[CH2:15][CH2:16][CH2:17][CH2:18][CH2:19][CH2:20][CH3:21], predict the reaction product. The product is: [CH3:1][C:2]1[CH:7]=[CH:6][C:5]2[O:8]/[C:9](=[CH:27]\[C:26]3[CH:29]=[CH:30][C:23]([O:22][CH2:14][CH2:15][CH2:16][CH2:17][CH2:18][CH2:19][CH2:20][CH3:21])=[CH:24][CH:25]=3)/[C:10](=[O:11])/[C:12](=[CH:27]/[C:26]3[CH:29]=[CH:30][C:23]([O:22][CH2:14][CH2:15][CH2:16][CH2:17][CH2:18][CH2:19][CH2:20][CH3:21])=[CH:24][CH:25]=3)/[O:13][C:4]=2[CH:3]=1. (4) Given the reactants [CH3:1][N:2]1[CH2:11][C:10]2[C:12]3[CH:13]=[C:14]([CH3:18])[CH:15]=[CH:16][C:17]=3[N:8]3[C:9]=2[C:4]([CH3:25])([CH2:5][CH:6]=[C:7]3[C:19]2[CH:24]=[CH:23][CH:22]=[CH:21][CH:20]=2)[CH2:3]1.C([O-])=O.[NH4+], predict the reaction product. The product is: [CH3:1][N:2]1[CH2:11][C:10]2[C:12]3[CH:13]=[C:14]([CH3:18])[CH:15]=[CH:16][C:17]=3[N:8]3[C:9]=2[C:4]([CH3:25])([CH2:5][CH2:6][CH:7]3[C:19]2[CH:24]=[CH:23][CH:22]=[CH:21][CH:20]=2)[CH2:3]1. (5) Given the reactants [NH2:1][C:2]1[CH:3]=[C:4]([Cl:14])[C:5]2[NH:9][C:8]([CH:10]([F:12])[F:11])=[N:7][C:6]=2[CH:13]=1.[Cl:15][C:16]1[N:21]=[C:20](Cl)[N:19]=[C:18]([N:23]2[CH2:28][CH2:27][O:26][CH2:25][CH2:24]2)[N:17]=1.C(=O)([O-])[O-].[K+].[K+], predict the reaction product. The product is: [NH2:1][C:2]1[CH:3]=[C:4]([Cl:14])[C:5]2[N:9]=[C:8]([CH:10]([F:11])[F:12])[N:7]([C:20]3[N:21]=[C:16]([Cl:15])[N:17]=[C:18]([N:23]4[CH2:24][CH2:25][O:26][CH2:27][CH2:28]4)[N:19]=3)[C:6]=2[CH:13]=1. (6) Given the reactants Cl[C:2]1[CH:7]=[CH:6][C:5]([C:8]2[CH:13]=[CH:12][CH:11]=[CH:10][CH:9]=2)=[CH:4][N:3]=1.NC(N)=[S:16], predict the reaction product. The product is: [C:8]1([C:5]2[CH:6]=[CH:7][C:2]([SH:16])=[N:3][CH:4]=2)[CH:13]=[CH:12][CH:11]=[CH:10][CH:9]=1. (7) Given the reactants [OH-].[Na+].[CH3:3][O:4][C:5]1[CH:6]=[C:7]([CH:12]=[C:13]([O:15][CH2:16][CH2:17][N:18]2[CH2:23][CH2:22][O:21][CH2:20][CH2:19]2)[CH:14]=1)[C:8]([O:10]C)=[O:9].[ClH:24], predict the reaction product. The product is: [ClH:24].[CH3:3][O:4][C:5]1[CH:6]=[C:7]([CH:12]=[C:13]([O:15][CH2:16][CH2:17][N:18]2[CH2:23][CH2:22][O:21][CH2:20][CH2:19]2)[CH:14]=1)[C:8]([OH:10])=[O:9].